From a dataset of Reaction yield outcomes from USPTO patents with 853,638 reactions. Predict the reaction yield, written as a fraction of the theoretical maximum amount of product (1.0 means a 100% yield; for example, 0.34 means a 34% yield). The reactants are [CH2:1]1[C:10]2[C:5](=[CH:6][CH:7]=[CH:8][CH:9]=2)[CH2:4][CH:3]=[CH:2]1.ClC1C=C(C=CC=1)C(OO)=[O:16]. The catalyst is ClCCl. The product is [O:16]1[CH:7]2[CH2:6][C:5]3[C:10]([CH2:9][CH:8]12)=[CH:1][CH:2]=[CH:3][CH:4]=3. The yield is 0.730.